Dataset: Reaction yield outcomes from USPTO patents with 853,638 reactions. Task: Predict the reaction yield, written as a fraction of the theoretical maximum amount of product (1.0 means a 100% yield; for example, 0.34 means a 34% yield). (1) The reactants are C(S)CCS.N([CH2:9][CH2:10][O:11][CH2:12][CH2:13][NH:14][C:15]1[N:16]=[N+:17]([O-:25])[C:18]2[CH:24]=[CH:23][CH:22]=[CH:21][C:19]=2[N:20]=1)=[N+]=[N-].CC[N:28]([CH2:31]C)CC.[C:44]([O:43]C(OC([O:43][C:44]([CH3:47])([CH3:46])[CH3:45])=O)=O)([CH3:47])([CH3:46])[CH3:45].C[OH:49]. The catalyst is C1COCC1. The product is [C:44]([O:43][NH:28][C:31]([CH2:9][CH2:10][O:11][CH2:12][CH2:13][NH:14][C:15]1[N:16]=[N+:17]([O-:25])[C:18]2[CH:24]=[CH:23][CH:22]=[CH:21][C:19]=2[N:20]=1)=[O:49])([CH3:45])([CH3:46])[CH3:47]. The yield is 0.930. (2) The reactants are [C:1](Cl)([O:3][CH2:4][C:5]([Cl:8])([Cl:7])[Cl:6])=[O:2].[I:10][C:11]1[CH:19]=[C:15]([C:16]([OH:18])=[O:17])[C:14]([NH2:20])=[CH:13][CH:12]=1.N1C=CC=CC=1. The catalyst is ClCCl. The product is [I:10][C:11]1[CH:12]=[CH:13][C:14]([NH:20][C:1]([O:3][CH2:4][C:5]([Cl:8])([Cl:7])[Cl:6])=[O:2])=[C:15]([CH:19]=1)[C:16]([OH:18])=[O:17]. The yield is 0.750.